Dataset: Forward reaction prediction with 1.9M reactions from USPTO patents (1976-2016). Task: Predict the product of the given reaction. (1) Given the reactants [Cl:1][C:2]1[CH:3]=[C:4]([C@H:9]([CH2:21][CH:22]=O)[CH2:10][N:11]([CH3:20])[C:12](=[O:19])[C:13]2[CH:18]=[CH:17][CH:16]=[CH:15][CH:14]=2)[CH:5]=[CH:6][C:7]=1[Cl:8].[CH3:24][N:25]([CH3:40])[C:26]([CH:28]1[CH2:33][CH2:32][CH2:31][CH2:30][N:29]1[CH:34]1[CH2:39][CH2:38][NH:37][CH2:36][CH2:35]1)=[O:27].C([O-])(=O)C.[Na+].C(O[BH-](OC(=O)C)OC(=O)C)(=O)C.[Na+], predict the reaction product. The product is: [C:12]([N:11]([CH3:20])[CH2:10][C@H:9]([C:4]1[CH:5]=[CH:6][C:7]([Cl:8])=[C:2]([Cl:1])[CH:3]=1)[CH2:21][CH2:22][N:37]1[CH2:38][CH2:39][CH:34]([N:29]2[CH2:30][CH2:31][CH2:32][CH2:33][C@@H:28]2[C:26]([N:25]([CH3:40])[CH3:24])=[O:27])[CH2:35][CH2:36]1)(=[O:19])[C:13]1[CH:14]=[CH:15][CH:16]=[CH:17][CH:18]=1. (2) Given the reactants BrC[C:3]1[CH:4]=[C:5]([C:11]2[CH:16]=[CH:15][C:14]([Cl:17])=[CH:13][C:12]=2[Cl:18])[CH:6]=[CH:7][C:8]=1[CH2:9]C.[C:19]([O-])(=[S:21])[CH3:20].[K+].C(=O)([O-])[O-].[K+].[K+].[CH2:30]([O:32][C:33]([C:35]1[C:40]([CH2:41]Br)=[N:39][CH:38]=[CH:37][N:36]=1)=[O:34])[CH3:31], predict the reaction product. The product is: [CH2:30]([O:32][C:33]([C:35]1[C:40]([CH2:41][S:21][CH2:19][C:20]2[CH:7]=[CH:6][C:5]([C:11]3[CH:16]=[CH:15][C:14]([Cl:17])=[CH:13][C:12]=3[Cl:18])=[CH:4][C:3]=2[CH2:8][CH3:9])=[N:39][CH:38]=[CH:37][N:36]=1)=[O:34])[CH3:31]. (3) Given the reactants [CH3:1][N:2]1[CH2:8][CH2:7][CH2:6][NH:5][CH2:4][CH2:3]1.[CH:9]1([NH:12][C:13]([C:15]2[CH:16]=[CH:17][C:18]([CH3:34])=[C:19]([NH:21][C:22](=[O:33])[C:23]3[CH:28]=[C:27](F)[CH:26]=[CH:25][C:24]=3[N+:30]([O-:32])=[O:31])[CH:20]=2)=[O:14])[CH2:11][CH2:10]1, predict the reaction product. The product is: [CH:9]1([NH:12][C:13]([C:15]2[CH:16]=[CH:17][C:18]([CH3:34])=[C:19]([NH:21][C:22](=[O:33])[C:23]3[CH:28]=[C:27]([N:5]4[CH2:6][CH2:7][CH2:8][N:2]([CH3:1])[CH2:3][CH2:4]4)[CH:26]=[CH:25][C:24]=3[N+:30]([O-:32])=[O:31])[CH:20]=2)=[O:14])[CH2:11][CH2:10]1. (4) Given the reactants [C:1]([C:3]1[CH:4]=[C:5]([NH:9][C:10](=[O:13])[CH2:11][CH3:12])[CH:6]=[CH:7][CH:8]=1)#[N:2].Br.Br[CH2:16][C:17]1[CH:22]=[CH:21][N:20]=[CH:19][CH:18]=1, predict the reaction product. The product is: [C:1]([C:3]1[CH:4]=[C:5]([N:9]([CH2:16][C:17]2[CH:22]=[CH:21][N:20]=[CH:19][CH:18]=2)[C:10](=[O:13])[CH2:11][CH3:12])[CH:6]=[CH:7][CH:8]=1)#[N:2]. (5) Given the reactants [NH2:1][C:2]1[CH:7]=[CH:6][C:5]([C:8]2([C:13]([O:15][CH2:16][CH3:17])=[O:14])[CH2:12][CH2:11][CH2:10][CH2:9]2)=[CH:4][C:3]=1[O:18][CH2:19][CH:20]1[CH2:22][CH2:21]1.C1C(=O)N([Br:30])C(=O)C1, predict the reaction product. The product is: [NH2:1][C:2]1[C:3]([O:18][CH2:19][CH:20]2[CH2:21][CH2:22]2)=[CH:4][C:5]([C:8]2([C:13]([O:15][CH2:16][CH3:17])=[O:14])[CH2:12][CH2:11][CH2:10][CH2:9]2)=[CH:6][C:7]=1[Br:30].